The task is: Predict the reactants needed to synthesize the given product.. This data is from Full USPTO retrosynthesis dataset with 1.9M reactions from patents (1976-2016). (1) Given the product [N:3]1[CH:4]=[CH:5][CH:6]=[CH:7][C:2]=1[O:16][C:11]1[CH:12]=[C:13]([CH3:15])[CH:14]=[C:9]([CH3:8])[CH:10]=1, predict the reactants needed to synthesize it. The reactants are: Br[C:2]1[CH:7]=[CH:6][CH:5]=[CH:4][N:3]=1.[CH3:8][C:9]1[CH:10]=[C:11]([OH:16])[CH:12]=[C:13]([CH3:15])[CH:14]=1. (2) Given the product [F:19][C:20]1[CH:25]=[CH:24][C:23]([C:2]2[CH:18]=[CH:17][C:5]([O:6][CH2:7][C:8]3[CH:9]=[C:10]([C:14]([OH:16])=[O:15])[O:11][C:12]=3[CH3:13])=[CH:4][CH:3]=2)=[CH:22][CH:21]=1, predict the reactants needed to synthesize it. The reactants are: I[C:2]1[CH:18]=[CH:17][C:5]([O:6][CH2:7][C:8]2[CH:9]=[C:10]([C:14]([OH:16])=[O:15])[O:11][C:12]=2[CH3:13])=[CH:4][CH:3]=1.[F:19][C:20]1[CH:25]=[CH:24][C:23](B(O)O)=[CH:22][CH:21]=1. (3) The reactants are: [CH2:1]([NH:4][C:5]1([C:8]2[CH:13]=[CH:12][C:11]([C:14]#[C:15][Si](C)(C)C)=[CH:10][CH:9]=2)[CH2:7][CH2:6]1)[CH2:2][CH3:3].C(=O)([O-])[O-].[K+].[K+]. Given the product [C:14]([C:11]1[CH:12]=[CH:13][C:8]([C:5]2([NH:4][CH2:1][CH2:2][CH3:3])[CH2:6][CH2:7]2)=[CH:9][CH:10]=1)#[CH:15], predict the reactants needed to synthesize it.